Predict the product of the given reaction. From a dataset of Forward reaction prediction with 1.9M reactions from USPTO patents (1976-2016). The product is: [Br:3][C:4]1[CH:9]=[CH:8][CH:7]=[C:6]([NH:1][NH2:2])[N:5]=1. Given the reactants [NH2:1][NH2:2].[Br:3][C:4]1[CH:9]=[CH:8][CH:7]=[C:6](Br)[N:5]=1, predict the reaction product.